This data is from Peptide-MHC class I binding affinity with 185,985 pairs from IEDB/IMGT. The task is: Regression. Given a peptide amino acid sequence and an MHC pseudo amino acid sequence, predict their binding affinity value. This is MHC class I binding data. The peptide sequence is FAFCRITSF. The MHC is HLA-C07:01 with pseudo-sequence HLA-C07:01. The binding affinity (normalized) is 0.354.